From a dataset of Forward reaction prediction with 1.9M reactions from USPTO patents (1976-2016). Predict the product of the given reaction. Given the reactants CCN(C(C)C)C(C)C.[CH3:10][N:11]1[C:16](=[O:17])[CH:15]=[CH:14][C:13]([C:18](O)=O)=[CH:12]1.CN(C(ON1N=NC2C=CC=NC1=2)=[N+](C)C)C.F[P-](F)(F)(F)(F)F.[CH2:45]([NH:52][C:53]1[C:58]([NH2:59])=[CH:57][CH:56]=[C:55]([N:60]2[CH2:65][CH2:64][N:63]([CH3:66])[CH2:62][CH2:61]2)[N:54]=1)[C:46]1[CH:51]=[CH:50][CH:49]=[CH:48][CH:47]=1, predict the reaction product. The product is: [CH2:45]([N:52]1[C:53]2=[N:54][C:55]([N:60]3[CH2:61][CH2:62][N:63]([CH3:66])[CH2:64][CH2:65]3)=[CH:56][CH:57]=[C:58]2[N:59]=[C:18]1[C:13]1[CH:14]=[CH:15][C:16](=[O:17])[N:11]([CH3:10])[CH:12]=1)[C:46]1[CH:51]=[CH:50][CH:49]=[CH:48][CH:47]=1.